Task: Predict the product of the given reaction.. Dataset: Forward reaction prediction with 1.9M reactions from USPTO patents (1976-2016) (1) Given the reactants FC(F)(F)C(O)=O.[F:8][C:9]([F:33])([F:32])[C:10]1[N:14]2[CH:15]=[C:16]([N:19]3[CH2:24][CH2:23][N:22](C(OC(C)(C)C)=O)[CH2:21][CH2:20]3)[CH:17]=[CH:18][C:13]2=[N:12][N:11]=1, predict the reaction product. The product is: [N:19]1([C:16]2[CH:17]=[CH:18][C:13]3[N:14]([C:10]([C:9]([F:8])([F:33])[F:32])=[N:11][N:12]=3)[CH:15]=2)[CH2:20][CH2:21][NH:22][CH2:23][CH2:24]1. (2) Given the reactants COC(=O)COC1C=CC(SC#N)=C(OC)C=1.C[O:19][C:20](=[O:49])[CH2:21][O:22][C:23]1[CH:28]=[CH:27][C:26]([S:29][CH2:30][C:31]2[CH:36]=[CH:35][C:34]([C:37]3[CH:42]=[CH:41][C:40]([C:43]([F:46])([F:45])[F:44])=[CH:39][CH:38]=3)=[CH:33][CH:32]=2)=[C:25]([O:47][CH3:48])[CH:24]=1, predict the reaction product. The product is: [CH3:48][O:47][C:25]1[CH:24]=[C:23]([CH:28]=[CH:27][C:26]=1[S:29][CH2:30][C:31]1[CH:36]=[CH:35][C:34]([C:37]2[CH:38]=[CH:39][C:40]([C:43]([F:46])([F:44])[F:45])=[CH:41][CH:42]=2)=[CH:33][CH:32]=1)[O:22][CH2:21][C:20]([OH:49])=[O:19].